This data is from Forward reaction prediction with 1.9M reactions from USPTO patents (1976-2016). The task is: Predict the product of the given reaction. (1) The product is: [Cl:1][C:2]1[N:7]=[C:6]([C:8]2[S:24][C:23]([NH:22][CH2:20][CH3:21])=[N:25][C:9]=2[C:11]2[CH:16]=[CH:15][C:14]([CH3:17])=[C:13]([O:18][CH3:19])[CH:12]=2)[CH:5]=[CH:4][N:3]=1. Given the reactants [Cl:1][C:2]1[N:7]=[C:6]([CH2:8][C:9]([C:11]2[CH:16]=[CH:15][C:14]([CH3:17])=[C:13]([O:18][CH3:19])[CH:12]=2)=O)[CH:5]=[CH:4][N:3]=1.[CH2:20]([NH:22][C:23]([NH2:25])=[S:24])[CH3:21], predict the reaction product. (2) Given the reactants B(C1CCCCC1)C1CCCCC1.[CH3:14][C:15]([CH3:19])([CH3:18])[C:16]#[CH:17].[Zn](CC)CC.[C:25]1([CH3:33])[CH:30]=[CH:29][C:28]([CH:31]=[O:32])=[CH:27][CH:26]=1.CC([O:37]C([C@H](O)[C@@H](O)C(OC(C)C)=O)=O)C, predict the reaction product. The product is: [C:15]([CH:16]1[O:37][CH:17]1[CH:31]([C:28]1[CH:29]=[CH:30][C:25]([CH3:33])=[CH:26][CH:27]=1)[OH:32])([CH3:19])([CH3:18])[CH3:14].